From a dataset of Catalyst prediction with 721,799 reactions and 888 catalyst types from USPTO. Predict which catalyst facilitates the given reaction. (1) Product: [OH:30][C@@H:31]([CH3:32])[C@@H:29]([N:8]1[CH2:9][CH2:10][CH2:11][C:6]21[C:5](=[O:12])[N:4]([CH2:3][C:2](=[O:1])[N:13]1[CH2:17][CH2:16][CH2:15][CH2:14]1)[CH2:7]2)[C:27]([NH:26][C:23]1[CH:24]=[CH:25][C:20]([O:19][CH3:18])=[CH:21][CH:22]=1)=[O:28]. Reactant: [O:1]=[C:2]([N:13]1[CH2:17][CH2:16][CH2:15][CH2:14]1)[CH2:3][N:4]1[CH2:7][C:6]2([CH2:11][CH2:10][CH2:9][NH:8]2)[C:5]1=[O:12].[CH3:18][O:19][C:20]1[CH:25]=[CH:24][C:23]([NH:26][C:27]([C@H:29]2[C@H:31]([CH3:32])[O:30]2)=[O:28])=[CH:22][CH:21]=1. The catalyst class is: 14. (2) The catalyst class is: 5. Reactant: C1(S([CH2:9][C:10]2[CH:11]=[CH:12][N:13]3[C:18]=2[C:17]([NH:19][C:20]2[CH:25]=[CH:24][C:23]([O:26][CH2:27][C:28]4[CH:33]=[CH:32][CH:31]=[C:30]([F:34])[CH:29]=4)=[C:22]([Cl:35])[CH:21]=2)=[N:16][CH:15]=[N:14]3)=O)C=CC=CC=1.[NH2:36][C:37]1([CH3:43])[CH2:42][CH2:41][NH:40][CH2:39][CH2:38]1.NC1CCN(CC2C=CN3C=2C(NC2C=CC(OCC4C=CC=C(F)C=4)=C(Cl)C=2)=NC=N3)CC1.C(O)(C(F)(F)F)=O. Product: [NH2:36][C:37]1([CH3:43])[CH2:42][CH2:41][N:40]([CH2:9][C:10]2[CH:11]=[CH:12][N:13]3[C:18]=2[C:17]([NH:19][C:20]2[CH:25]=[CH:24][C:23]([O:26][CH2:27][C:28]4[CH:33]=[CH:32][CH:31]=[C:30]([F:34])[CH:29]=4)=[C:22]([Cl:35])[CH:21]=2)=[N:16][CH:15]=[N:14]3)[CH2:39][CH2:38]1. (3) Reactant: [CH2:1]([O:3][C:4]1[CH:5]=[C:6](B(O)O)[CH:7]=[C:8]([F:10])[CH:9]=1)[CH3:2].[I-:14].[Na+].CC1C=CC(S(NCl)(=O)=O)=CC=1. Product: [F:10][C:8]1[CH:9]=[C:4]([O:3][CH2:1][CH3:2])[CH:5]=[C:6]([I:14])[CH:7]=1. The catalyst class is: 20. (4) Reactant: [CH2:1]=[C:2]([CH:4]1[CH2:10][CH2:9][CH2:8][CH2:7][CH2:6][C:5]1=[O:11])[CH3:3].[CH3:12][O:13][N:14]=[CH:15][CH3:16].Cl[Sn](Cl)(Cl)Cl. Product: [CH3:12][O:13][N:14]1[CH:15]([CH3:16])[CH2:3][C:2]([CH3:1])=[CH:4][CH2:10][CH2:9][CH2:8][CH2:7][CH2:6][C:5]1=[O:11]. The catalyst class is: 26. (5) Reactant: [C:1]([O:5][C:6]([N:8]1[CH2:13][CH2:12][CH:11]([C:14]2[S:15][CH:16]=[C:17]([C:19]([O:21]CC)=[O:20])[CH:18]=2)[CH2:10][CH2:9]1)=[O:7])([CH3:4])([CH3:3])[CH3:2]. Product: [C:1]([O:5][C:6]([N:8]1[CH2:9][CH2:10][CH:11]([C:14]2[S:15][CH:16]=[C:17]([C:19]([OH:21])=[O:20])[CH:18]=2)[CH2:12][CH2:13]1)=[O:7])([CH3:4])([CH3:2])[CH3:3]. The catalyst class is: 74. (6) Reactant: [NH2:1][C:2]1[S:3][CH:4]=[C:5]([C:7]2[S:8][CH:9]=[CH:10][CH:11]=2)[N:6]=1.C1N=CN(C(N2C=NC=C2)=O)C=1.[Cl:24][C:25]1[CH:33]=[CH:32][C:31]([N+:34]([O-:36])=[O:35])=[CH:30][C:26]=1[C:27](O)=[O:28]. Product: [S:8]1[CH:9]=[CH:10][CH:11]=[C:7]1[C:5]1[N:6]=[C:2]([NH:1][C:27]([C:26]2[CH:30]=[C:31]([N+:34]([O-:36])=[O:35])[CH:32]=[CH:33][C:25]=2[Cl:24])=[O:28])[S:3][CH:4]=1. The catalyst class is: 1.